From a dataset of Reaction yield outcomes from USPTO patents with 853,638 reactions. Predict the reaction yield, written as a fraction of the theoretical maximum amount of product (1.0 means a 100% yield; for example, 0.34 means a 34% yield). (1) The reactants are C([O:8][C@@H:9]1[C@@H:14]([O:15]CC2C=CC=CC=2)[C@H:13]([O:23]CC2C=CC=CC=2)[C@@H:12]([CH2:31][O:32]CC2C=CC=CC=2)[O:11][C@:10]21[C:47]1[C:42](=[CH:43][C:44]([Cl:57])=[C:45]([CH2:48][C:49]3[CH:54]=[CH:53][C:52]([CH2:55][CH3:56])=[CH:51][CH:50]=3)[CH:46]=1)[CH2:41][CH2:40]2)C1C=CC=CC=1. The catalyst is CO.[Pd]. The product is [Cl:57][C:44]1[CH:43]=[C:42]2[C:47](=[CH:46][C:45]=1[CH2:48][C:49]1[CH:50]=[CH:51][C:52]([CH2:55][CH3:56])=[CH:53][CH:54]=1)[C@:10]1([C@H:9]([OH:8])[C@@H:14]([OH:15])[C@H:13]([OH:23])[C@@H:12]([CH2:31][OH:32])[O:11]1)[CH2:40][CH2:41]2. The yield is 0.810. (2) The reactants are F[C:2]1[CH:7]=[CH:6][C:5]([N+:8]([O-:10])=[O:9])=[CH:4][C:3]=1[Cl:11].[CH3:12][S-:13].[Na+]. The catalyst is CN(C=O)C.C(C1C(O)=CC(C)=C(SC2C=C(C(C)(C)C)C(O)=CC=2C)C=1)(C)(C)C. The product is [Cl:11][C:3]1[CH:4]=[C:5]([N+:8]([O-:10])=[O:9])[CH:6]=[CH:7][C:2]=1[S:13][CH3:12]. The yield is 0.490. (3) The reactants are [Cl:1][C:2]1[CH:7]=[CH:6][C:5]([C@@H:8]2[CH2:13][CH2:12][N:11]([C:14]([O:16][C:17]([CH3:20])([CH3:19])[CH3:18])=[O:15])[CH2:10][C@H:9]2[C:21](OC)=[O:22])=[CH:4][CH:3]=1.CO.[BH4-].[Li+].[Cl-].[NH4+]. The catalyst is O1CCCC1.C(OCC)(=O)C. The product is [Cl:1][C:2]1[CH:3]=[CH:4][C:5]([C@@H:8]2[CH2:13][CH2:12][N:11]([C:14]([O:16][C:17]([CH3:18])([CH3:19])[CH3:20])=[O:15])[CH2:10][C@H:9]2[CH2:21][OH:22])=[CH:6][CH:7]=1. The yield is 0.990. (4) No catalyst specified. The reactants are [CH3:1][C:2]1[CH:11]=[CH:10][C:5]2[N:6]=[C:7](N)[S:8][C:4]=2[CH:3]=1.C([CH2:14][O:15][C:16]1[C:17]([F:26])=[C:18]([C:23]([NH2:25])=[O:24])[C:19]([F:22])=[CH:20][CH:21]=1)#N. The product is [F:26][C:17]1[C:16]([O:15][CH2:14][C:7]2[S:8][C:4]3[CH:3]=[C:2]([CH3:1])[CH:11]=[CH:10][C:5]=3[N:6]=2)=[CH:21][CH:20]=[C:19]([F:22])[C:18]=1[C:23]([NH2:25])=[O:24]. The yield is 0.170. (5) The reactants are [CH3:1][O:2][C:3]1[C:4]([N+:17]([O-])=O)=[C:5]([CH2:9][C:10](=O)[C:11]([O:13][CH2:14][CH3:15])=[O:12])[CH:6]=[CH:7][CH:8]=1. The catalyst is C(O)C.[Pd]. The product is [CH3:1][O:2][C:3]1[CH:8]=[CH:7][CH:6]=[C:5]2[C:4]=1[NH:17][C:10]([C:11]([O:13][CH2:14][CH3:15])=[O:12])=[CH:9]2. The yield is 0.790. (6) The reactants are Cl.[CH3:2][C:3]1[N:4]([CH2:9][CH2:10][CH2:11][NH2:12])[CH:5]=[C:6]([CH3:8])[N:7]=1.[S:13]1[CH2:18][CH2:17][C:16](=O)[CH2:15][CH2:14]1.C12(CS(O)(=O)=O)C(C)(C)C(CC1)CC2=O.Cl[C:36]([N:38]=[C:39]=[O:40])=[O:37]. The catalyst is C(=O)(O)[O-].[Na+].C1(C)C=CC=CC=1.O. The product is [CH3:2][C:3]1[N:4]([CH2:9][CH2:10][CH2:11][N:12]2[C:16]3[CH2:15][CH2:14][S:13][CH2:18][C:17]=3[C:39](=[O:40])[NH:38][C:36]2=[O:37])[CH:5]=[C:6]([CH3:8])[N:7]=1. The yield is 0.320. (7) The reactants are [N:1]1[CH:6]=[CH:5][C:4]([CH2:7][OH:8])=[CH:3][CH:2]=1.[C:9]1([N:15]=[C:16]=[O:17])[CH:14]=[CH:13][CH:12]=[CH:11][CH:10]=1. The catalyst is C(Cl)Cl. The product is [C:9]1([NH:15][C:16](=[O:17])[O:8][CH2:7][C:4]2[CH:5]=[CH:6][N:1]=[CH:2][CH:3]=2)[CH:14]=[CH:13][CH:12]=[CH:11][CH:10]=1. The yield is 0.420. (8) The reactants are Br[C:2]1[N:6]2[N:7]=[C:8]([NH:11][CH2:12][C:13]3[CH:18]=[CH:17][CH:16]=[CH:15][N:14]=3)[CH:9]=[CH:10][C:5]2=[N:4][CH:3]=1.[CH:19](/B(O)O)=[CH:20]\[CH2:21][CH2:22][CH3:23].[ClH:27]. The catalyst is CCOCC. The product is [ClH:27].[CH:19](/[C:2]1[N:6]2[N:7]=[C:8]([NH:11][CH2:12][C:13]3[CH:18]=[CH:17][CH:16]=[CH:15][N:14]=3)[CH:9]=[CH:10][C:5]2=[N:4][CH:3]=1)=[CH:20]\[CH2:21][CH2:22][CH3:23]. The yield is 0.360. (9) The reactants are C[O:2][C:3]1[CH:8]=[CH:7][C:6]([C:9](=[C:18]2[CH2:23][C:22]([CH3:25])([CH3:24])[CH2:21][C:20]([CH3:27])([CH3:26])[CH2:19]2)[C:10]2[CH:17]=[CH:16][C:13]([C:14]#[N:15])=[CH:12][CH:11]=2)=[CH:5][CH:4]=1.B(Br)(Br)Br. No catalyst specified. The product is [OH:2][C:3]1[CH:4]=[CH:5][C:6]([C:9](=[C:18]2[CH2:19][C:20]([CH3:27])([CH3:26])[CH2:21][C:22]([CH3:25])([CH3:24])[CH2:23]2)[C:10]2[CH:17]=[CH:16][C:13]([C:14]#[N:15])=[CH:12][CH:11]=2)=[CH:7][CH:8]=1. The yield is 0.520. (10) The reactants are [H-].[Al+3].[Li+].[H-].[H-].[H-].[N:7]([CH:10]1[CH2:19][N:18]2[C:14](=[N:15][C:16]3[C:17]2=[C:20]([N:24]([CH2:27][CH3:28])[CH2:25][CH3:26])[CH:21]=[CH:22][CH:23]=3)[N:13]([C:29]2[CH:34]=[CH:33][C:32]([Cl:35])=[CH:31][C:30]=2[Cl:36])[CH2:12][CH2:11]1)=[N+]=[N-].O.O.O.O.O.O.O.O.O.O.S([O-])([O-])(=O)=O.[Na+].[Na+]. The catalyst is O1CCCC1. The product is [Cl:36][C:30]1[CH:31]=[C:32]([Cl:35])[CH:33]=[CH:34][C:29]=1[N:13]1[C:14]2=[N:15][C:16]3[C:17](=[C:20]([N:24]([CH2:27][CH3:28])[CH2:25][CH3:26])[CH:21]=[CH:22][CH:23]=3)[N:18]2[CH2:19][CH:10]([NH2:7])[CH2:11][CH2:12]1. The yield is 0.750.